This data is from Catalyst prediction with 721,799 reactions and 888 catalyst types from USPTO. The task is: Predict which catalyst facilitates the given reaction. Reactant: [N:1]([CH2:4][C:5]1[C:6]([C:27]2[CH:32]=[CH:31][CH:30]=[CH:29][CH:28]=2)=[N:7][C:8]2[C:13]([C:14]=1[C:15]([NH:17][C@H:18]([C:21]1[CH:26]=[CH:25][CH:24]=[CH:23][CH:22]=1)[CH2:19][CH3:20])=[O:16])=[CH:12][CH:11]=[CH:10][CH:9]=2)=[N+]=[N-].Cl. Product: [NH2:1][CH2:4][C:5]1[C:6]([C:27]2[CH:28]=[CH:29][CH:30]=[CH:31][CH:32]=2)=[N:7][C:8]2[C:13]([C:14]=1[C:15]([NH:17][C@H:18]([C:21]1[CH:22]=[CH:23][CH:24]=[CH:25][CH:26]=1)[CH2:19][CH3:20])=[O:16])=[CH:12][CH:11]=[CH:10][CH:9]=2. The catalyst class is: 29.